From a dataset of Full USPTO retrosynthesis dataset with 1.9M reactions from patents (1976-2016). Predict the reactants needed to synthesize the given product. (1) Given the product [Cl:1][C:2]1[C:3]2[CH2:11][CH2:10][NH:9][CH2:8][C:4]=2[N:5]=[CH:6][N:7]=1, predict the reactants needed to synthesize it. The reactants are: [Cl:1][C:2]1[C:3]2[CH2:11][CH2:10][N:9](C(OC(C)(C)C)=O)[CH2:8][C:4]=2[N:5]=[CH:6][N:7]=1.C(O)(C(F)(F)F)=O. (2) Given the product [OH:28][NH:27][C:12]([C:11]1[CH:10]=[N:9][N:8]2[C:3]([C:2]([F:25])([F:24])[F:1])=[CH:4][C:5]([C:14]3[CH:19]=[CH:18][C:17]([C:20]([F:23])([F:21])[F:22])=[CH:16][CH:15]=3)=[N:6][C:7]=12)=[NH:13], predict the reactants needed to synthesize it. The reactants are: [F:1][C:2]([F:25])([F:24])[C:3]1[N:8]2[N:9]=[CH:10][C:11]([C:12]#[N:13])=[C:7]2[N:6]=[C:5]([C:14]2[CH:19]=[CH:18][C:17]([C:20]([F:23])([F:22])[F:21])=[CH:16][CH:15]=2)[CH:4]=1.Cl.[NH2:27][OH:28].C(=O)([O-])[O-].[K+].[K+]. (3) Given the product [CH3:13][O:14][C:15]1[CH:24]=[C:23]2[C:18]([N:19]=[CH:20][C:21]([S:25][CH2:26][CH2:27][N:28]3[CH2:29][CH2:30][CH:31]([NH:34][CH2:11][C:8]4[CH:7]=[C:6]([C:2]5[S:1][CH:5]=[CH:4][CH:3]=5)[O:10][N:9]=4)[CH2:32][CH2:33]3)=[N:22]2)=[CH:17][CH:16]=1, predict the reactants needed to synthesize it. The reactants are: [S:1]1[CH:5]=[CH:4][CH:3]=[C:2]1[C:6]1[O:10][N:9]=[C:8]([CH:11]=O)[CH:7]=1.[CH3:13][O:14][C:15]1[CH:24]=[C:23]2[C:18]([N:19]=[CH:20][C:21]([S:25][CH2:26][CH2:27][N:28]3[CH2:33][CH2:32][CH:31]([NH2:34])[CH2:30][CH2:29]3)=[N:22]2)=[CH:17][CH:16]=1. (4) The reactants are: [F:1][C:2]([F:27])([F:26])[C:3]1[CH:25]=[CH:24][CH:23]=[CH:22][C:4]=1[O:5][CH:6]1[CH2:11][CH2:10][N:9]([C:12]2[CH:21]=[CH:20][C:15]([C:16]([NH:18][NH2:19])=[O:17])=[CH:14][CH:13]=2)[CH2:8][CH2:7]1.CC(C(Cl)=O)[C:30](Cl)=[O:31].[C:36]([O:39][CH2:40]C)(=[O:38])[CH3:37]. Given the product [O:31]=[C:30]([NH:19][NH:18][C:16](=[O:17])[C:15]1[CH:20]=[CH:21][C:12]([N:9]2[CH2:10][CH2:11][CH:6]([O:5][C:4]3[CH:22]=[CH:23][CH:24]=[CH:25][C:3]=3[C:2]([F:1])([F:26])[F:27])[CH2:7][CH2:8]2)=[CH:13][CH:14]=1)[CH2:37][C:36]([O:39][CH3:40])=[O:38], predict the reactants needed to synthesize it. (5) Given the product [CH:1]1([C:7](=[O:32])[C:8]([CH3:31])([C:25]2[CH:26]=[CH:27][CH:28]=[CH:29][CH:30]=2)[CH2:9][CH2:10][N:11]2[CH2:12][CH2:13][N:14]([C:17]3[CH:22]=[CH:21][CH:20]=[CH:19][C:18]=3[O:23][CH3:24])[CH2:15][CH2:16]2)[CH2:6][CH2:5][CH2:4][CH2:3][CH2:2]1, predict the reactants needed to synthesize it. The reactants are: [CH:1]1([C:7](=[O:32])[C:8]([CH3:31])([C:25]2[CH:30]=[CH:29][CH:28]=[CH:27][CH:26]=2)/[CH:9]=[CH:10]/[N:11]2[CH2:16][CH2:15][N:14]([C:17]3[CH:22]=[CH:21][CH:20]=[CH:19][C:18]=3[O:23][CH3:24])[CH2:13][CH2:12]2)[CH2:6][CH2:5][CH2:4][CH2:3][CH2:2]1. (6) Given the product [CH3:6][N:8]1[CH2:9][CH2:10][N:11]([CH2:14][CH2:15][CH2:16][N:17]2[C:25]3[C:20](=[CH:21][C:22]([C:26]4[NH:27][C:28]([CH3:41])=[C:29]([C:31]5[CH:36]=[CH:35][CH:34]=[C:33]([C:37]([F:39])([F:40])[F:38])[CH:32]=5)[N:30]=4)=[CH:23][CH:24]=3)[CH:19]=[CH:18]2)[CH2:12][CH2:13]1, predict the reactants needed to synthesize it. The reactants are: C(O[C:6]([N:8]1[CH2:13][CH2:12][N:11]([CH2:14][CH2:15][CH2:16][N:17]2[C:25]3[C:20](=[CH:21][C:22]([C:26]4[NH:27][C:28]([CH3:41])=[C:29]([C:31]5[CH:36]=[CH:35][CH:34]=[C:33]([C:37]([F:40])([F:39])[F:38])[CH:32]=5)[N:30]=4)=[CH:23][CH:24]=3)[CH:19]=[CH:18]2)[CH2:10][CH2:9]1)=O)(C)(C)C.Cl.C=O.[BH-](OC(C)=O)(OC(C)=O)OC(C)=O.[Na+]. (7) Given the product [CH3:4][C:5]1[CH2:6][CH2:8][C@@H:11]([C:10]([CH3:14])=[CH2:15])[CH2:12][CH:13]=1, predict the reactants needed to synthesize it. The reactants are: CC1=C[CH2:4][CH2:5][C:6]([C@@H:8]2[C@@H:11]([CH2:12][CH2:13]1)[C:10]([CH3:15])([CH3:14])C2)=C.CC(C)=CCCC(C=C)=C.